This data is from Forward reaction prediction with 1.9M reactions from USPTO patents (1976-2016). The task is: Predict the product of the given reaction. (1) Given the reactants [CH3:1][O:2][C:3]1[CH:8]=[C:7]([C:9]2[N:10]=[C:11]([O:18][C@@H:19]([C@@H:21]3[CH2:25][C:24](=[O:26])[NH:23][CH2:22]3)[CH3:20])[C:12]3[N:13]([N:15]=[CH:16][CH:17]=3)[CH:14]=2)[CH:6]=[CH:5][C:4]=1[N:27]1[CH2:32][CH2:31][N:30](C(OC(C)(C)C)=O)[CH2:29][CH2:28]1.[C:40]([OH:46])([C:42]([F:45])([F:44])[F:43])=[O:41], predict the reaction product. The product is: [CH3:1][O:2][C:3]1[CH:8]=[C:7]([C:9]2[N:10]=[C:11]([O:18][C@@H:19]([C@H:21]3[CH2:22][NH:23][C:24](=[O:26])[CH2:25]3)[CH3:20])[C:12]3[N:13]([N:15]=[CH:16][CH:17]=3)[CH:14]=2)[CH:6]=[CH:5][C:4]=1[N:27]1[CH2:28][CH2:29][NH:30][CH2:31][CH2:32]1.[F:43][C:42]([F:45])([F:44])[C:40]([OH:46])=[O:41]. (2) Given the reactants [F:1][C:2]1[CH:3]=[CH:4][C:5]([C:8]2[N:12]=[N:11][N:10]([CH3:13])[C:9]=2[CH2:14][O:15][C:16]2[N:21]=[N:20][C:19]([C:22]([OH:24])=O)=[CH:18][CH:17]=2)=[N:6][CH:7]=1.[NH2:25][N:26]1[CH2:31][CH2:30][O:29][CH2:28][CH2:27]1, predict the reaction product. The product is: [N:26]1([NH:25][C:22]([C:19]2[N:20]=[N:21][C:16]([O:15][CH2:14][C:9]3[N:10]([CH3:13])[N:11]=[N:12][C:8]=3[C:5]3[CH:4]=[CH:3][C:2]([F:1])=[CH:7][N:6]=3)=[CH:17][CH:18]=2)=[O:24])[CH2:31][CH2:30][O:29][CH2:28][CH2:27]1. (3) Given the reactants Cl[C:2]1[C:11]([N+:12]([O-])=O)=[CH:10][C:5]([C:6]([O:8][CH3:9])=[O:7])=[CH:4][N:3]=1.[SH2:15].[Na], predict the reaction product. The product is: [NH2:12][C:11]1[C:2]([SH:15])=[N:3][CH:4]=[C:5]([CH:10]=1)[C:6]([O:8][CH3:9])=[O:7]. (4) Given the reactants C([C@H]1[O:9][C:8](=[O:10])[C@@:7]([C:17]2(O)[CH2:22][CH2:21][CH2:20][CH2:19][CH2:18]2)([C:11]2[CH:16]=[CH:15][CH:14]=[CH:13][CH:12]=2)[O:6]1)(C)(C)C.S(Cl)(Cl)=O.N1C=CC=CC=1.[OH-].[K+], predict the reaction product. The product is: [C:17]1([C@:7]([OH:6])([C:11]2[CH:12]=[CH:13][CH:14]=[CH:15][CH:16]=2)[C:8]([OH:10])=[O:9])[CH2:22][CH2:21][CH2:20][CH2:19][CH:18]=1. (5) Given the reactants [NH:1]1[CH2:6][CH2:5][CH:4]([CH2:7][OH:8])[CH2:3][CH2:2]1.[Cl:9][C:10]1[N:11]=[C:12](Cl)[C:13]2[C:18]([C:19]3[CH:24]=[CH:23][CH:22]=[CH:21][CH:20]=3)=[CH:17][S:16][C:14]=2[N:15]=1.C(N(CC)CC)C, predict the reaction product. The product is: [Cl:9][C:10]1[N:11]=[C:12]([N:1]2[CH2:6][CH2:5][CH:4]([CH2:7][OH:8])[CH2:3][CH2:2]2)[C:13]2[C:18]([C:19]3[CH:24]=[CH:23][CH:22]=[CH:21][CH:20]=3)=[CH:17][S:16][C:14]=2[N:15]=1.